Dataset: Reaction yield outcomes from USPTO patents with 853,638 reactions. Task: Predict the reaction yield, written as a fraction of the theoretical maximum amount of product (1.0 means a 100% yield; for example, 0.34 means a 34% yield). (1) The reactants are [CH3:1][C:2]([O:4][C@@H:5]([CH2:10][N+:11]([CH3:14])([CH3:13])[CH3:12])[CH2:6][C:7]([O-:9])=[O:8])=[O:3].[Cl-:15].[CH2:16]([C:28]1[C:37]2[C:32](=[CH:33][CH:34]=[CH:35][CH:36]=2)[CH:31]=[CH:30][C:29]=1O)[C:17]1[C:26]2[C:21](=[CH:22][CH:23]=[CH:24][CH:25]=2)[CH:20]=[CH:19][C:18]=1[OH:27]. The catalyst is CC#N. The product is [Cl-:15].[C:2]([O:4][C@H:5]([CH2:6][C:7]([O:9][C:29]1[CH:30]=[CH:31][C:32]2[C:37](=[CH:36][CH:35]=[CH:34][CH:33]=2)[C:28]=1[CH2:16][C:17]1[C:26]2[C:21](=[CH:22][CH:23]=[CH:24][CH:25]=2)[CH:20]=[CH:19][C:18]=1[OH:27])=[O:8])[CH2:10][N+:11]([CH3:12])([CH3:14])[CH3:13])(=[O:3])[CH3:1]. The yield is 0.380. (2) The product is [Br:1][C:2]1[CH:3]=[C:4]([C:11]([O:13][CH3:14])=[O:12])[C:5]2[CH:6]=[CH:7][N:8]([CH:18]([CH3:20])[CH3:19])[C:9]=2[CH:10]=1. The catalyst is CN(C)C=O.C(OCC)(=O)C. The reactants are [Br:1][C:2]1[CH:3]=[C:4]([C:11]([O:13][CH3:14])=[O:12])[C:5]2[CH:6]=[CH:7][NH:8][C:9]=2[CH:10]=1.[H-].[Na+].Br[CH:18]([CH3:20])[CH3:19].CCCCCC. The yield is 0.437. (3) The reactants are [NH2:1][CH:2]([C:4]1[CH:5]=[C:6]([C:21]([N:23]([CH3:25])[CH3:24])=[O:22])[CH:7]=[C:8]2[C:13]=1[O:12][C:11]([N:14]1[CH2:19][CH2:18][O:17][CH2:16][CH2:15]1)=[CH:10][C:9]2=[O:20])[CH3:3].Br[C:27]1[CH:28]=[C:29]([CH:32]=[C:33]([F:35])[CH:34]=1)[C:30]#[N:31]. No catalyst specified. The product is [C:30]([C:29]1[CH:28]=[C:27]([NH:1][CH:2]([C:4]2[CH:5]=[C:6]([C:21]([N:23]([CH3:24])[CH3:25])=[O:22])[CH:7]=[C:8]3[C:13]=2[O:12][C:11]([N:14]2[CH2:19][CH2:18][O:17][CH2:16][CH2:15]2)=[CH:10][C:9]3=[O:20])[CH3:3])[CH:34]=[C:33]([F:35])[CH:32]=1)#[N:31]. The yield is 0.820. (4) The reactants are Cl.[NH:2]1[CH2:5][CH:4]([NH:6][C:7]2[C:12]([F:13])=[CH:11][N:10]=[C:9]([C:14]3[C:22]4[C:17](=[N:18][CH:19]=[C:20]([Cl:23])[CH:21]=4)[N:16](S(C4C=CC(C)=CC=4)(=O)=O)[CH:15]=3)[N:8]=2)[CH2:3]1.CCN(C(C)C)C(C)C.[CH:43]1([CH2:48][S:49](Cl)(=[O:51])=[O:50])[CH2:47][CH2:46][CH2:45][CH2:44]1.N1CCOCC1. The catalyst is ClCCl. The product is [Cl:23][C:20]1[CH:21]=[C:22]2[C:14]([C:9]3[N:8]=[C:7]([NH:6][CH:4]4[CH2:5][N:2]([S:49]([CH2:48][CH:43]5[CH2:47][CH2:46][CH2:45][CH2:44]5)(=[O:51])=[O:50])[CH2:3]4)[C:12]([F:13])=[CH:11][N:10]=3)=[CH:15][NH:16][C:17]2=[N:18][CH:19]=1. The yield is 0.880.